This data is from Reaction yield outcomes from USPTO patents with 853,638 reactions. The task is: Predict the reaction yield, written as a fraction of the theoretical maximum amount of product (1.0 means a 100% yield; for example, 0.34 means a 34% yield). The reactants are [Br:1][CH2:2][C:3]1[CH:10]=[CH:9][C:6]([CH:7]=O)=[CH:5][CH:4]=1.C([O-])(=O)C.[Na+].Cl.[NH2:17][OH:18]. The catalyst is C1COCC1. The product is [Br:1][CH2:2][C:3]1[CH:10]=[CH:9][C:6]([CH:7]=[N:17][OH:18])=[CH:5][CH:4]=1. The yield is 0.980.